Task: Regression. Given two drug SMILES strings and cell line genomic features, predict the synergy score measuring deviation from expected non-interaction effect.. Dataset: NCI-60 drug combinations with 297,098 pairs across 59 cell lines (1) Drug 1: CC1C(C(CC(O1)OC2CC(OC(C2O)C)OC3=CC4=CC5=C(C(=O)C(C(C5)C(C(=O)C(C(C)O)O)OC)OC6CC(C(C(O6)C)O)OC7CC(C(C(O7)C)O)OC8CC(C(C(O8)C)O)(C)O)C(=C4C(=C3C)O)O)O)O. Drug 2: CCCCCOC(=O)NC1=NC(=O)N(C=C1F)C2C(C(C(O2)C)O)O. Cell line: HT29. Synergy scores: CSS=21.5, Synergy_ZIP=5.54, Synergy_Bliss=6.09, Synergy_Loewe=-13.7, Synergy_HSA=-2.39. (2) Drug 1: C1CCC(C(C1)N)N.C(=O)(C(=O)[O-])[O-].[Pt+4]. Drug 2: C1CN(P(=O)(OC1)NCCCl)CCCl. Cell line: K-562. Synergy scores: CSS=-5.34, Synergy_ZIP=-17.3, Synergy_Bliss=-34.4, Synergy_Loewe=-45.3, Synergy_HSA=-38.4.